Dataset: Catalyst prediction with 721,799 reactions and 888 catalyst types from USPTO. Task: Predict which catalyst facilitates the given reaction. (1) Reactant: [Cl:1][C:2]1[CH:7]=[CH:6][C:5]([CH:8]([C:19]2[CH:24]=[CH:23][C:22]([S:25]([CH3:28])(=[O:27])=[O:26])=[CH:21][CH:20]=2)[CH2:9][C:10]([C:12]2[CH:13]=[CH:14][C:15](=[O:18])[NH:16][CH:17]=2)=[O:11])=[C:4]([CH3:29])[CH:3]=1.Br[CH2:31][CH2:32][O:33][CH2:34][CH2:35][O:36][CH3:37].C(=O)([O-])[O-].[K+].[K+]. Product: [Cl:1][C:2]1[CH:7]=[CH:6][C:5]([CH:8]([C:19]2[CH:20]=[CH:21][C:22]([S:25]([CH3:28])(=[O:26])=[O:27])=[CH:23][CH:24]=2)[CH2:9][C:10]([C:12]2[CH:13]=[CH:14][C:15](=[O:18])[N:16]([CH2:31][CH2:32][O:33][CH2:34][CH2:35][O:36][CH3:37])[CH:17]=2)=[O:11])=[C:4]([CH3:29])[CH:3]=1. The catalyst class is: 682. (2) Product: [CH3:1][O:2][C:3]([C:4]1[N:6]([C:7]2[CH:8]=[CH:9][CH:10]=[CH:11][CH:12]=2)[C:13]2[C:14]([C:19](=[O:38])[C:20]=1[CH2:21][C:22]1[CH:27]=[CH:26][C:25]([S:28]([N:31]3[CH2:36][CH2:35][N:34]([CH3:37])[CH2:33][CH2:32]3)(=[O:29])=[O:30])=[CH:24][CH:23]=1)=[CH:15][CH:16]=[CH:17][CH:18]=2)=[O:39]. Reactant: [CH3:1][O:2][C:3](=[O:39])[C:4]([N:6]([C:13]1[CH:18]=[CH:17][CH:16]=[CH:15][C:14]=1[C:19](=[O:38])[CH2:20][CH2:21][C:22]1[CH:27]=[CH:26][C:25]([S:28]([N:31]2[CH2:36][CH2:35][N:34]([CH3:37])[CH2:33][CH2:32]2)(=[O:30])=[O:29])=[CH:24][CH:23]=1)[C:7]1[CH:12]=[CH:11][CH:10]=[CH:9][CH:8]=1)=O.C([O-])([O-])=O.[K+].[K+]. The catalyst class is: 5.